Dataset: Forward reaction prediction with 1.9M reactions from USPTO patents (1976-2016). Task: Predict the product of the given reaction. (1) Given the reactants C(OC(=O)[NH:7][C:8]1[CH:13]=[C:12]([Cl:14])[C:11]([C:15]([F:18])([F:17])[F:16])=[CH:10][C:9]=1[NH:19][C:20](=[O:39])[CH2:21][C:22]([C:24]1[CH:29]=[CH:28][CH:27]=[C:26]([C:30]2[CH:35]=[CH:34][N:33]=[C:32]([CH:36]([CH3:38])[CH3:37])[CH:31]=2)[CH:25]=1)=O)(C)(C)C.C(O)(C(F)(F)F)=O, predict the reaction product. The product is: [Cl:14][C:12]1[C:11]([C:15]([F:16])([F:18])[F:17])=[CH:10][C:9]2[NH:19][C:20](=[O:39])[CH2:21][C:22]([C:24]3[CH:29]=[CH:28][CH:27]=[C:26]([C:30]4[CH:35]=[CH:34][N:33]=[C:32]([CH:36]([CH3:38])[CH3:37])[CH:31]=4)[CH:25]=3)=[N:7][C:8]=2[CH:13]=1. (2) Given the reactants [CH:1]12[O:7][CH:6]1[CH2:5][CH2:4][N:3]([C:8]([O:10][CH2:11][C:12]1[CH:17]=[CH:16][CH:15]=[CH:14][CH:13]=1)=[O:9])[CH2:2]2.[CH3:18][C:19]1[C:24]([CH3:25])=[CH:23][CH:22]=[CH:21][C:20]=1[OH:26].[OH-].[Na+], predict the reaction product. The product is: [CH2:11]([O:10][C:8]([N:3]1[CH2:4][CH2:5][C@@H:6]([O:26][C:20]2[CH:21]=[CH:22][CH:23]=[C:24]([CH3:25])[C:19]=2[CH3:18])[C@H:1]([OH:7])[CH2:2]1)=[O:9])[C:12]1[CH:17]=[CH:16][CH:15]=[CH:14][CH:13]=1. (3) Given the reactants [Cl:1][C:2]1[CH:16]=[CH:15][C:5]2[NH:6][C:7]3[CH:14]=[CH:13][CH:12]=[CH:11][C:8]=3[CH2:9][NH:10][C:4]=2[CH:3]=1, predict the reaction product. The product is: [Cl:1][C:2]1[CH:16]=[CH:15][C:5]2[NH:6][C:7]3[CH:14]=[CH:13][CH:12]=[CH:11][C:8]=3[CH:9]=[N:10][C:4]=2[CH:3]=1. (4) Given the reactants [C:1]1([C:7]2[CH2:13][CH2:12][CH2:11][C:10]3[CH:14]=[CH:15][CH:16]=[CH:17][C:9]=3[C:8]=2[C:18]2[CH:23]=[CH:22][C:21]([CH:24]=[CH:25][C:26](O)=[O:27])=[CH:20][CH:19]=2)[CH:6]=[CH:5][CH:4]=[CH:3][CH:2]=1.[F:29][C:30]([F:36])([F:35])[S:31]([NH2:34])(=[O:33])=[O:32], predict the reaction product. The product is: [F:29][C:30]([F:36])([F:35])[S:31]([NH:34][C:26](=[O:27])[CH:25]=[CH:24][C:21]1[CH:20]=[CH:19][C:18]([C:8]2[C:9]3[CH:17]=[CH:16][CH:15]=[CH:14][C:10]=3[CH2:11][CH2:12][CH2:13][C:7]=2[C:1]2[CH:6]=[CH:5][CH:4]=[CH:3][CH:2]=2)=[CH:23][CH:22]=1)(=[O:33])=[O:32]. (5) Given the reactants [O-]CC.[Na+].[C:5]1([SH:11])[CH:10]=[CH:9][CH:8]=[CH:7][CH:6]=1.Cl[CH2:13][C:14]1[CH:19]=[C:18]([N:20]2[CH2:25][CH2:24][O:23][CH2:22][CH2:21]2)[N:17]=[C:16]([C:26]2[CH:31]=[CH:30][CH:29]=[CH:28][N:27]=2)[N:15]=1, predict the reaction product. The product is: [N:20]1([C:18]2[CH:19]=[C:14]([CH2:13][S:11][C:5]3[CH:10]=[CH:9][CH:8]=[CH:7][CH:6]=3)[N:15]=[C:16]([C:26]3[CH:31]=[CH:30][CH:29]=[CH:28][N:27]=3)[N:17]=2)[CH2:21][CH2:22][O:23][CH2:24][CH2:25]1. (6) Given the reactants [O:1]=[C:2]1[CH2:6][S:5][C:4](=[S:7])[N:3]1[CH2:8][CH2:9][C:10]([OH:12])=O.C(N(CC)C(C)C)(C)C.C(Cl)(=O)C(C)(C)C.[NH2:29][C:30]1[CH:35]=[CH:34][CH:33]=[CH:32][C:31]=1[OH:36], predict the reaction product. The product is: [OH:36][C:31]1[CH:32]=[CH:33][CH:34]=[CH:35][C:30]=1[NH:29][C:10](=[O:12])[CH2:9][CH2:8][N:3]1[C:2](=[O:1])[CH2:6][S:5][C:4]1=[S:7]. (7) The product is: [CH3:26][S:27]([C:30]1[CH:35]=[CH:34][C:33]([C:2]2[CH:3]=[CH:4][C:5]([C:8](=[C:16]3[CH2:17][C:18]([CH3:25])([CH3:24])[CH2:19][C:20]([CH3:23])([CH3:22])[CH2:21]3)[C:9]3[CH:10]=[CH:11][C:12]([OH:15])=[CH:13][CH:14]=3)=[CH:6][CH:7]=2)=[CH:32][CH:31]=1)(=[O:29])=[O:28]. Given the reactants Br[C:2]1[CH:7]=[CH:6][C:5]([C:8](=[C:16]2[CH2:21][C:20]([CH3:23])([CH3:22])[CH2:19][C:18]([CH3:25])([CH3:24])[CH2:17]2)[C:9]2[CH:14]=[CH:13][C:12]([OH:15])=[CH:11][CH:10]=2)=[CH:4][CH:3]=1.[CH3:26][S:27]([C:30]1[CH:35]=[CH:34][C:33](B(O)O)=[CH:32][CH:31]=1)(=[O:29])=[O:28].C([O-])([O-])=O.[Na+].[Na+], predict the reaction product. (8) Given the reactants [NH2:1][C@H:2]([C:12]([O-:14])=[O:13])[CH2:3][CH2:4][C:5]([O:7][C:8]([CH3:11])([CH3:10])[CH3:9])=[O:6].COC(N1[C:23](=[O:24])[CH:22]=[CH:21][C:20]1=[O:25])=O.Cl, predict the reaction product. The product is: [C:8]([O:7][C:5](=[O:6])[CH2:4][CH2:3][C@H:2]([N:1]1[C:23](=[O:24])[CH:22]=[CH:21][C:20]1=[O:25])[C:12]([OH:14])=[O:13])([CH3:10])([CH3:11])[CH3:9]. (9) Given the reactants N1C=CC=CC=1N.[F:8][C:9]1[CH:10]=[C:11]([NH:15][C:16]2[CH:21]=[C:20]([C:22]3[CH:27]=[CH:26][N:25]=[C:24](NCC(OC)C)[N:23]=3)[CH:19]=[CH:18][N:17]=2)[CH:12]=[CH:13][CH:14]=1.[Cl:34]C1N=C(Cl)C=CN=1, predict the reaction product. The product is: [Cl:34][C:24]1[N:23]=[C:22]([C:20]2[CH:19]=[CH:18][N:17]=[C:16]([NH:15][C:11]3[CH:12]=[CH:13][CH:14]=[C:9]([F:8])[CH:10]=3)[CH:21]=2)[CH:27]=[CH:26][N:25]=1.